Dataset: Reaction yield outcomes from USPTO patents with 853,638 reactions. Task: Predict the reaction yield, written as a fraction of the theoretical maximum amount of product (1.0 means a 100% yield; for example, 0.34 means a 34% yield). (1) The reactants are Br[C:2]1[CH:23]=[CH:22][C:5]2[N:6]=[C:7]([NH:10][CH:11]3[C:19]4[C:14](=[CH:15][CH:16]=[CH:17][C:18]=4[O:20][CH3:21])[CH2:13][CH2:12]3)[O:8][CH2:9][C:4]=2[CH:3]=1.[NH2:24][C:25]1[N:30]=[C:29]([C:31]([F:34])([F:33])[F:32])[CH:28]=[CH:27][N:26]=1. No catalyst specified. The product is [CH3:21][O:20][C:18]1[CH:17]=[CH:16][CH:15]=[C:14]2[C:19]=1[CH:11]([NH:10][C:7]1[O:8][CH2:9][C:4]3[CH:3]=[C:2]([NH:24][C:25]4[N:30]=[C:29]([C:31]([F:34])([F:32])[F:33])[CH:28]=[CH:27][N:26]=4)[CH:23]=[CH:22][C:5]=3[N:6]=1)[CH2:12][CH2:13]2. The yield is 0.620. (2) The reactants are [I:1][C:2]1[CH:3]=[C:4]2[C:9](=[CH:10][CH:11]=1)[C:8](=[O:12])[NH:7][C:6](=[O:13])/[C:5]/2=[CH:14]\[NH:15][C:16]1[CH:21]=[CH:20][C:19]([N:22]2[CH2:27][CH2:26][NH:25][CH2:24][CH2:23]2)=[CH:18][CH:17]=1.C(O[BH-](OC(=O)C)OC(=O)C)(=O)C.[Na+].[CH3:42][C:43]([CH3:45])=O.C(O)(=O)C.C(=O)(O)[O-].[Na+]. The catalyst is CN1CCCC1=O.C(Cl)Cl. The product is [I:1][C:2]1[CH:3]=[C:4]2[C:9](=[CH:10][CH:11]=1)[C:8](=[O:12])[NH:7][C:6](=[O:13])/[C:5]/2=[CH:14]\[NH:15][C:16]1[CH:17]=[CH:18][C:19]([N:22]2[CH2:23][CH2:24][N:25]([CH:43]([CH3:45])[CH3:42])[CH2:26][CH2:27]2)=[CH:20][CH:21]=1. The yield is 0.730. (3) The reactants are [Cl-].O[NH3+:3].[C:4](=[O:7])([O-])[OH:5].[Na+].CS(C)=O.[CH2:13]([C:17]1[N:22]2[N:23]=[CH:24][N:25]=[C:21]2[N:20]([C@H:26]2[CH2:31][CH2:30][C@H:29]([O:32][CH:33]([CH3:38])[C:34]([OH:37])([CH3:36])[CH3:35])[CH2:28][CH2:27]2)[C:19](=[O:39])[C:18]=1[CH2:40][C:41]1[CH:46]=[CH:45][C:44]([C:47]2[C:48]([C:53]#[N:54])=[CH:49][CH:50]=[CH:51][CH:52]=2)=[CH:43][CH:42]=1)[CH2:14][CH2:15][CH3:16]. The catalyst is C(OCC)(=O)C. The product is [CH2:13]([C:17]1[N:22]2[N:23]=[CH:24][N:25]=[C:21]2[N:20]([C@H:26]2[CH2:31][CH2:30][C@H:29]([O:32][CH:33]([CH3:38])[C:34]([OH:37])([CH3:36])[CH3:35])[CH2:28][CH2:27]2)[C:19](=[O:39])[C:18]=1[CH2:40][C:41]1[CH:46]=[CH:45][C:44]([C:47]2[CH:52]=[CH:51][CH:50]=[CH:49][C:48]=2[C:53]2[NH:3][C:4](=[O:7])[O:5][N:54]=2)=[CH:43][CH:42]=1)[CH2:14][CH2:15][CH3:16]. The yield is 0.560. (4) The reactants are [NH:1]1[C:9]2[C:4](=[CH:5][CH:6]=[CH:7][CH:8]=2)[CH2:3][C:2]1=[O:10].[Li]CCCC.CCCCCC.[CH3:22][N:23]([CH3:34])[C:24]1[CH:25]=[C:26]2[C:31](=[CH:32][CH:33]=1)[C:29](=O)[O:28][CH2:27]2.Cl.[OH-].[Na+]. The catalyst is COCCOC. The product is [CH3:22][N:23]([CH3:34])[C:24]1[CH:25]=[C:26]2[C:31](=[CH:32][CH:33]=1)[C:29](=[C:3]1[C:4]3[C:9](=[CH:8][CH:7]=[CH:6][CH:5]=3)[NH:1][C:2]1=[O:10])[O:28][CH2:27]2. The yield is 0.600.